From a dataset of Forward reaction prediction with 1.9M reactions from USPTO patents (1976-2016). Predict the product of the given reaction. (1) Given the reactants [CH2:1]([O:3][C:4](=[O:31])[CH2:5][C:6]1[CH:7]=[N:8][CH:9]=[C:10]([C:12]2[CH:17]=[CH:16][C:15]([C:18]([F:21])([F:20])[F:19])=[CH:14][C:13]=2[CH2:22][NH:23][CH2:24][C:25]2[CH:30]=[CH:29][CH:28]=[CH:27][N:26]=2)[CH:11]=1)[CH3:2].C(N(CC)CC)C.[CH:39]1([C:42](Cl)=[O:43])[CH2:41][CH2:40]1, predict the reaction product. The product is: [CH2:1]([O:3][C:4](=[O:31])[CH2:5][C:6]1[CH:7]=[N:8][CH:9]=[C:10]([C:12]2[CH:17]=[CH:16][C:15]([C:18]([F:19])([F:20])[F:21])=[CH:14][C:13]=2[CH2:22][N:23]([C:42]([CH:39]2[CH2:41][CH2:40]2)=[O:43])[CH2:24][C:25]2[CH:30]=[CH:29][CH:28]=[CH:27][N:26]=2)[CH:11]=1)[CH3:2]. (2) Given the reactants [Cl:1][C:2]([Cl:39])([Cl:38])[CH2:3][O:4][C:5](=[O:37])[N:6]([CH:16]1[CH2:20][CH:19]([C:21]([N:23]2[CH2:28][CH2:27][N:26]([C:29]3[CH:34]=[CH:33][CH:32]=[CH:31][C:30]=3[C:35]#[N:36])[CH2:25][CH2:24]2)=[O:22])[NH:18][CH2:17]1)[CH2:7][C:8]1[CH:13]=[CH:12][C:11]([F:14])=[CH:10][C:9]=1[F:15].[F:40][C:41]1[C:48]([F:49])=[CH:47][CH:46]=[CH:45][C:42]=1[CH:43]=O.C(O)(=O)C.[BH-](OC(C)=O)(OC(C)=O)OC(C)=O.[Na+], predict the reaction product. The product is: [Cl:39][C:2]([Cl:1])([Cl:38])[CH2:3][O:4][C:5](=[O:37])[N:6]([CH:16]1[CH2:20][CH:19]([C:21]([N:23]2[CH2:28][CH2:27][N:26]([C:29]3[CH:34]=[CH:33][CH:32]=[CH:31][C:30]=3[C:35]#[N:36])[CH2:25][CH2:24]2)=[O:22])[N:18]([CH2:43][C:42]2[CH:45]=[CH:46][CH:47]=[C:48]([F:49])[C:41]=2[F:40])[CH2:17]1)[CH2:7][C:8]1[CH:13]=[CH:12][C:11]([F:14])=[CH:10][C:9]=1[F:15].